This data is from Reaction yield outcomes from USPTO patents with 853,638 reactions. The task is: Predict the reaction yield, written as a fraction of the theoretical maximum amount of product (1.0 means a 100% yield; for example, 0.34 means a 34% yield). The reactants are [NH2:1][C:2]1[CH:10]=[C:9]([C:11]([F:14])([F:13])[F:12])[CH:8]=[CH:7][C:3]=1[C:4]([OH:6])=[O:5].Cl.[CH3:16]O. No catalyst specified. The product is [NH2:1][C:2]1[CH:10]=[C:9]([C:11]([F:12])([F:13])[F:14])[CH:8]=[CH:7][C:3]=1[C:4]([O:6][CH3:16])=[O:5]. The yield is 0.750.